Dataset: Full USPTO retrosynthesis dataset with 1.9M reactions from patents (1976-2016). Task: Predict the reactants needed to synthesize the given product. Given the product [C:1]([O:5][C:6]([N:8]1[CH2:13][CH2:12][CH2:11][CH2:10][CH:9]1[CH2:14][C:15]1[O:17][C:25]([C:21]2[CH:22]=[CH:23][CH:24]=[C:19]([F:18])[CH:20]=2)=[N:26][N:27]=1)=[O:7])([CH3:2])([CH3:3])[CH3:4], predict the reactants needed to synthesize it. The reactants are: [C:1]([O:5][C:6]([N:8]1[CH2:13][CH2:12][CH2:11][CH2:10][CH:9]1[CH2:14][C:15]([OH:17])=O)=[O:7])([CH3:4])([CH3:3])[CH3:2].[F:18][C:19]1[CH:20]=[C:21]([C:25]2NN=[N:27][N:26]=2)[CH:22]=[CH:23][CH:24]=1.C1(N=C=NC2CCCCC2)CCCCC1.